From a dataset of Forward reaction prediction with 1.9M reactions from USPTO patents (1976-2016). Predict the product of the given reaction. (1) Given the reactants C([N:8]([C:13]1[CH:18]=[CH:17][CH:16]=[C:15]([C@@H:19]([O:32][Si:33]([CH2:38][CH3:39])([CH2:36][CH3:37])[CH2:34][CH3:35])[CH2:20][N:21](CC2C=CC=CC=2)[CH2:22][CH2:23][OH:24])[CH:14]=1)[S:9]([CH3:12])(=[O:11])=[O:10])C1C=CC=CC=1.CO.O.[H][H], predict the reaction product. The product is: [OH:24][CH2:23][CH2:22][NH:21][CH2:20][C@@H:19]([C:15]1[CH:14]=[C:13]([NH:8][S:9]([CH3:12])(=[O:10])=[O:11])[CH:18]=[CH:17][CH:16]=1)[O:32][Si:33]([CH2:34][CH3:35])([CH2:36][CH3:37])[CH2:38][CH3:39]. (2) Given the reactants C[O:2][C:3]([C:5]1[C:14]2[C:9](=[CH:10][CH:11]=[C:12]([O:15][CH3:16])[CH:13]=2)[N:8]=[CH:7][C:6]=1[OH:17])=O.[H-].[Al+3].[Li+].[H-].[H-].[H-], predict the reaction product. The product is: [OH:2][CH2:3][C:5]1[C:14]2[C:9](=[CH:10][CH:11]=[C:12]([O:15][CH3:16])[CH:13]=2)[N:8]=[CH:7][C:6]=1[OH:17].